Task: Predict the reaction yield, written as a fraction of the theoretical maximum amount of product (1.0 means a 100% yield; for example, 0.34 means a 34% yield).. Dataset: Reaction yield outcomes from USPTO patents with 853,638 reactions (1) The reactants are [CH2:1]1[O:5][CH2:4][O:3][CH2:2]1.[C:6]([Cl:9])(=[O:8])C.[CH3:10]COCC. The catalyst is [Cl-].[Cl-].[Zn+2].CCOCC. The product is [C:4]([O:5][CH2:1][CH2:2][O:8][CH2:6][Cl:9])(=[O:3])[CH3:10]. The yield is 1.00. (2) The reactants are C([N:8]1[CH2:13][CH2:12][N:11]([C:14]([CH:16]2[CH2:18][CH2:17]2)=[O:15])[CH2:10][CH2:9]1)C1C=CC=CC=1. The catalyst is [Pd].CCO. The product is [CH:16]1([C:14]([N:11]2[CH2:12][CH2:13][NH:8][CH2:9][CH2:10]2)=[O:15])[CH2:17][CH2:18]1. The yield is 0.970.